From a dataset of Catalyst prediction with 721,799 reactions and 888 catalyst types from USPTO. Predict which catalyst facilitates the given reaction. (1) Reactant: [Cl:1][C:2]1[CH:3]=[CH:4][C:5]2[S:9][C:8](SC)=[N:7][C:6]=2[CH:12]=1.O.[NH2:14][NH2:15]. Product: [Cl:1][C:2]1[CH:3]=[CH:4][C:5]2[S:9][C:8]([NH:14][NH2:15])=[N:7][C:6]=2[CH:12]=1. The catalyst class is: 14. (2) Reactant: [O:1]([CH2:8][C:9]([NH:11][C:12]1[N:20]=[C:19]2[C:15]([N:16]=[CH:17][N:18]2[C@H:21]2[C@H:26]3[C@H:27]([OH:28])[C@:23]([CH2:29][OH:30])([CH2:24][O:25]3)[O:22]2)=[C:14]([NH:31][C:32](=[O:41])[CH2:33][O:34][C:35]2[CH:40]=[CH:39][CH:38]=[CH:37][CH:36]=2)[N:13]=1)=[O:10])[C:2]1[CH:7]=[CH:6][CH:5]=[CH:4][CH:3]=1.[C:42](Cl)([C:59]1[CH:64]=[CH:63][CH:62]=[CH:61][CH:60]=1)([C:51]1[CH:58]=[CH:57][C:54]([O:55][CH3:56])=[CH:53][CH:52]=1)[C:43]1[CH:50]=[CH:49][C:46]([O:47][CH3:48])=[CH:45][CH:44]=1. Product: [O:1]([CH2:8][C:9]([NH:11][C:12]1[N:20]=[C:19]2[C:15]([N:16]=[CH:17][N:18]2[C@H:21]2[C@H:26]3[C@H:27]([OH:28])[C@:23]([CH2:29][O:30][C:42]([C:59]4[CH:64]=[CH:63][CH:62]=[CH:61][CH:60]=4)([C:51]4[CH:58]=[CH:57][C:54]([O:55][CH3:56])=[CH:53][CH:52]=4)[C:43]4[CH:44]=[CH:45][C:46]([O:47][CH3:48])=[CH:49][CH:50]=4)([CH2:24][O:25]3)[O:22]2)=[C:14]([NH:31][C:32](=[O:41])[CH2:33][O:34][C:35]2[CH:40]=[CH:39][CH:38]=[CH:37][CH:36]=2)[N:13]=1)=[O:10])[C:2]1[CH:7]=[CH:6][CH:5]=[CH:4][CH:3]=1. The catalyst class is: 25. (3) Reactant: [CH3:1][O:2][C:3]1[CH:8]=[CH:7][C:6]([C:9]2[C:14](=[O:15])[N:13]3[CH:16]=[CH:17][S:18][C:12]3=[N:11][C:10]=2[CH3:19])=[CH:5][CH:4]=1.[CH:20]1([CH2:23][O:24][C:25]2[C:32]([O:33][CH3:34])=[CH:31][CH:30]=[CH:29][C:26]=2[CH:27]=O)[CH2:22][CH2:21]1.[O-]CC.[Na+]. Product: [CH:20]1([CH2:23][O:24][C:25]2[C:32]([O:33][CH3:34])=[CH:31][CH:30]=[CH:29][C:26]=2/[CH:27]=[CH:19]/[C:10]2[N:11]=[C:12]3[S:18][CH:17]=[CH:16][N:13]3[C:14](=[O:15])[C:9]=2[C:6]2[CH:5]=[CH:4][C:3]([O:2][CH3:1])=[CH:8][CH:7]=2)[CH2:21][CH2:22]1. The catalyst class is: 8. (4) Reactant: C(OC(=O)NC1C=C[CH:11]=[C:10]([CH2:14][N:15]2[CH:19]=[CH:18][C:17]([NH:20][C:21](=[O:40])[C@@H:22]([C:29]3[CH:34]=[CH:33][C:32]([S:35]([CH3:38])(=[O:37])=[O:36])=[C:31]([Cl:39])[CH:30]=3)[CH2:23][CH:24]3[CH2:28][CH2:27][CH2:26][CH2:25]3)=[N:16]2)[CH:9]=1)(C)(C)C.C(Cl)(=O)[C:43](Cl)=[O:44].COC(C)(C)CN1C=CC(N)=N1.N1C(C)=CC=CC=1C. Product: [Cl:39][C:31]1[CH:30]=[C:29]([C@@H:22]([CH2:23][CH:24]2[CH2:28][CH2:27][CH2:26][CH2:25]2)[C:21]([NH:20][C:17]2[CH:18]=[CH:19][N:15]([CH2:14][C:10]([O:44][CH3:43])([CH3:11])[CH3:9])[N:16]=2)=[O:40])[CH:34]=[CH:33][C:32]=1[S:35]([CH3:38])(=[O:36])=[O:37]. The catalyst class is: 306. (5) Reactant: [CH2:1]([O:8][C:9]([N:11]1[CH:15]([C:16](O)=[O:17])[CH2:14][S:13][C@@H:12]1[C:19]1[CH:24]=[CH:23][CH:22]=[C:21]([C:25]#[N:26])[CH:20]=1)=[O:10])[C:2]1[CH:7]=[CH:6][CH:5]=[CH:4][CH:3]=1.CCN(C(C)C)C(C)C.CN(C(ON1N=NC2C=CC=NC1=2)=[N+](C)C)C.F[P-](F)(F)(F)(F)F.[NH2:60][C:61]1[S:62][CH:63]=[C:64]([C:66]2[CH:77]=[CH:76][C:69]([C:70]([NH:72][CH:73]3[CH2:75][CH2:74]3)=[O:71])=[CH:68][CH:67]=2)[N:65]=1. Product: [CH2:1]([O:8][C:9]([N:11]1[CH:15]([C:16](=[O:17])[NH:60][C:61]2[S:62][CH:63]=[C:64]([C:66]3[CH:67]=[CH:68][C:69]([C:70](=[O:71])[NH:72][CH:73]4[CH2:75][CH2:74]4)=[CH:76][CH:77]=3)[N:65]=2)[CH2:14][S:13][C@@H:12]1[C:19]1[CH:24]=[CH:23][CH:22]=[C:21]([C:25]#[N:26])[CH:20]=1)=[O:10])[C:2]1[CH:3]=[CH:4][CH:5]=[CH:6][CH:7]=1. The catalyst class is: 3. (6) Reactant: [CH3:1][C:2]1[N:3]=[C:4]([C:25]2[CH:26]=[N:27][CH:28]=[CH:29][CH:30]=2)[S:5][C:6]=1[C:7]1[CH:12]=[CH:11][N:10]=[C:9]([NH:13][C:14]2[CH:15]=[C:16]([CH:22]=[CH:23][CH:24]=2)[CH2:17][NH:18]C(=O)C)[N:8]=1. Product: [NH2:18][CH2:17][C:16]1[CH:15]=[C:14]([NH:13][C:9]2[N:8]=[C:7]([C:6]3[S:5][C:4]([C:25]4[CH:26]=[N:27][CH:28]=[CH:29][CH:30]=4)=[N:3][C:2]=3[CH3:1])[CH:12]=[CH:11][N:10]=2)[CH:24]=[CH:23][CH:22]=1. The catalyst class is: 23. (7) Reactant: [OH-].[Li+].O.Cl.C(OC(C)C)(C)C.C[O:13][C:14]([C:16]1[CH:38]=[CH:37][C:19]2[NH:20][C:21]([C:23]3[C:35]4[C:34]5[C:29](=[CH:30][CH:31]=[CH:32][CH:33]=5)[C:28](=[O:36])[C:27]=4[CH:26]=[CH:25][CH:24]=3)=[N:22][C:18]=2[CH:17]=1)=[O:15]. Product: [C:14]([C:16]1[CH:38]=[CH:37][C:19]2[NH:20][C:21]([C:23]3[C:35]4[C:34]5[C:29](=[CH:30][CH:31]=[CH:32][CH:33]=5)[C:28](=[O:36])[C:27]=4[CH:26]=[CH:25][CH:24]=3)=[N:22][C:18]=2[CH:17]=1)([OH:15])=[O:13]. The catalyst class is: 5.